This data is from Reaction yield outcomes from USPTO patents with 853,638 reactions. The task is: Predict the reaction yield, written as a fraction of the theoretical maximum amount of product (1.0 means a 100% yield; for example, 0.34 means a 34% yield). (1) The reactants are [C:1]([O:5][C:6](=[O:28])[C@@H:7]([N:10]1[CH:15]=[CH:14][CH:13]=[C:12]([NH:16]C(OCC2C=CC=CC=2)=O)[C:11]1=[O:27])[CH2:8][CH3:9])([CH3:4])([CH3:3])[CH3:2]. The catalyst is CO.CCOC(C)=O.[Pd]. The product is [C:1]([O:5][C:6](=[O:28])[C@@H:7]([N:10]1[CH:15]=[CH:14][CH:13]=[C:12]([NH2:16])[C:11]1=[O:27])[CH2:8][CH3:9])([CH3:2])([CH3:3])[CH3:4]. The yield is 1.00. (2) The reactants are [CH:1]1([CH2:6][N:7]([CH2:38][CH3:39])[C:8]2[N:13]=[C:12]3[N:14]([CH3:18])[N:15]=[C:16]([CH3:17])[C:11]3=[CH:10][C:9]=2[CH2:19][N:20]([CH2:23][C:24]2[CH:29]=[C:28]([C:30]([F:33])([F:32])[F:31])[CH:27]=[C:26]([C:34]([F:37])([F:36])[F:35])[CH:25]=2)[C:21]#[N:22])[CH2:5][CH2:4][CH2:3][CH2:2]1.[OH:40]O.[OH-].[K+].O. The catalyst is C(O)C. The product is [F:33][C:30]([F:31])([F:32])[C:28]1[CH:29]=[C:24]([CH:25]=[C:26]([C:34]([F:35])([F:36])[F:37])[CH:27]=1)[CH2:23][N:20]([CH2:19][C:9]1[CH:10]=[C:11]2[C:16]([CH3:17])=[N:15][N:14]([CH3:18])[C:12]2=[N:13][C:8]=1[N:7]([CH2:6][CH:1]1[CH2:2][CH2:3][CH2:4][CH2:5]1)[CH2:38][CH3:39])[C:21]([NH2:22])=[O:40]. The yield is 0.600. (3) The reactants are C[Si]([N-][Si](C)(C)C)(C)C.[K+].[CH3:11][O:12][C:13]([C:15]1[N:16]([CH2:20][C:21]([O:23][C:24]([CH3:27])([CH3:26])[CH3:25])=[O:22])[CH:17]=[CH:18][CH:19]=1)=[O:14].[CH3:28][CH:29]([CH3:40])[CH2:30][CH2:31]OS(C(F)(F)F)(=O)=O. The catalyst is C1(C)C=CC=CC=1.O1CCCC1. The product is [CH3:11][O:12][C:13]([C:15]1[N:16]([CH:20]([C:21]([O:23][C:24]([CH3:27])([CH3:26])[CH3:25])=[O:22])[CH2:31][CH2:30][CH:29]([CH3:40])[CH3:28])[CH:17]=[CH:18][CH:19]=1)=[O:14]. The yield is 0.740. (4) The reactants are [N:1]1[CH:6]=[CH:5][CH:4]=[CH:3][C:2]=1[C:7]1[CH2:8][CH2:9][N:10](C(OCC2C=CC=CC=2)=O)[CH2:11][CH:12]=1. The catalyst is [Pd]. The product is [NH:10]1[CH2:9][CH2:8][CH:7]([C:2]2[CH:3]=[CH:4][CH:5]=[CH:6][N:1]=2)[CH2:12][CH2:11]1. The yield is 0.880. (5) The reactants are [CH3:1][O:2][C:3]1[C:12]2[C:7](=[CH:8][CH:9]=[CH:10][CH:11]=2)[C:6]([O:13][CH3:14])=[C:5]([C:15]([O:17]CC)=O)[C:4]=1[CH3:20].BrN1C(=O)CCC1=O.C(OOCC1C=CC=CC=1)C1C=CC=CC=1.[NH2:45][C:46]1[CH:51]=[CH:50][C:49]([CH2:52][C:53]([OH:55])=[O:54])=[CH:48][CH:47]=1.C(N(CC)CC)C.S(S([O-])=O)([O-])(=O)=O.[Na+].[Na+]. The catalyst is C(Cl)(Cl)(Cl)Cl.C(O)(=O)C.CN(C=O)C. The product is [CH3:1][O:2][C:3]1[C:4]2[CH2:20][N:45]([C:46]3[CH:47]=[CH:48][C:49]([CH2:52][C:53]([OH:55])=[O:54])=[CH:50][CH:51]=3)[C:15](=[O:17])[C:5]=2[C:6]([O:13][CH3:14])=[C:7]2[CH:8]=[CH:9][CH:10]=[CH:11][C:12]=12. The yield is 0.150. (6) The reactants are [C:1]1([CH3:14])[CH:6]=[CH:5][CH:4]=[C:3]([C:7]2([C:10]([F:13])([F:12])[F:11])[NH:9][NH:8]2)[CH:2]=1.C(N(CC)CC)C.ClOC(C)(C)C.S([O-])([O-])=O.[Na+].[Na+]. The catalyst is C(O)C. The product is [C:1]1([CH3:14])[CH:6]=[CH:5][CH:4]=[C:3]([C:7]2([C:10]([F:11])([F:13])[F:12])[N:9]=[N:8]2)[CH:2]=1. The yield is 0.800. (7) The reactants are [CH3:1][O:2][C:3](=[O:12])[CH2:4][C:5]1[CH:10]=[CH:9][C:8]([OH:11])=[CH:7][CH:6]=1.C(=O)([O-])[O-].[K+].[K+].[CH2:19](Br)[C:20]1[CH:25]=[CH:24][CH:23]=[CH:22][CH:21]=1.O. The catalyst is CN(C)C=O. The product is [CH3:1][O:2][C:3](=[O:12])[CH2:4][C:5]1[CH:10]=[CH:9][C:8]([O:11][CH2:19][C:20]2[CH:25]=[CH:24][CH:23]=[CH:22][CH:21]=2)=[CH:7][CH:6]=1. The yield is 0.830. (8) The reactants are [Br:1][CH2:2][CH2:3][CH2:4][CH2:5][CH2:6][CH2:7][CH2:8][CH2:9][CH2:10][OH:11].C(=O)(O)[O-].[Na+].[Br-].[K+].S(=O)(O)[O-].[Na+]. The yield is 0.940. The catalyst is O.ClCCl. The product is [Br:1][CH2:2][CH2:3][CH2:4][CH2:5][CH2:6][CH2:7][CH2:8][CH2:9][CH:10]=[O:11].